Dataset: Full USPTO retrosynthesis dataset with 1.9M reactions from patents (1976-2016). Task: Predict the reactants needed to synthesize the given product. (1) Given the product [NH:1]1[C:9]2[C:4](=[CH:5][C:6]([NH:10][C:40](=[O:44])[CH:41]([CH3:43])[CH3:42])=[CH:7][CH:8]=2)[CH:3]=[CH:2]1, predict the reactants needed to synthesize it. The reactants are: [NH:1]1[C:9]2[C:4](=[CH:5][C:6]([NH2:10])=[CH:7][CH:8]=2)[CH:3]=[CH:2]1.Cl.C(N=C=NCCCN(C)C)C.ON1C2C=CC=CC=2N=N1.C(N(CC)CC)C.[C:40](O)(=[O:44])[CH:41]([CH3:43])[CH3:42]. (2) The reactants are: [CH2:1]([NH2:6])[CH2:2][CH2:3][CH2:4][CH3:5].[CH2:7]([N:15]=[C:16]=[O:17])[CH2:8][CH2:9][CH2:10][CH2:11][CH2:12][CH2:13][CH3:14]. Given the product [CH2:7]([NH:15][C:16]([NH:6][CH2:1][CH2:2][CH2:3][CH2:4][CH3:5])=[O:17])[CH2:8][CH2:9][CH2:10][CH2:11][CH2:12][CH2:13][CH3:14], predict the reactants needed to synthesize it.